This data is from TCR-epitope binding with 47,182 pairs between 192 epitopes and 23,139 TCRs. The task is: Binary Classification. Given a T-cell receptor sequence (or CDR3 region) and an epitope sequence, predict whether binding occurs between them. (1) Result: 0 (the TCR does not bind to the epitope). The TCR CDR3 sequence is CASSYMGLGAYEQYF. The epitope is RLRAEAQVK. (2) The epitope is KAFSPEVIPMF. The TCR CDR3 sequence is CATSDLMDNEQFF. Result: 1 (the TCR binds to the epitope). (3) The epitope is SEISMDNSPNL. The TCR CDR3 sequence is CSAQDRDSGNTIYF. Result: 0 (the TCR does not bind to the epitope). (4) The epitope is ILGLPTQTV. The TCR CDR3 sequence is CSASHDSYNEQFF. Result: 0 (the TCR does not bind to the epitope). (5) The epitope is NQKLIANQF. The TCR CDR3 sequence is CASSPGTSGHTDTQYF. Result: 0 (the TCR does not bind to the epitope). (6) The epitope is GLNKIVRMY. The TCR CDR3 sequence is CASSDNGGDRSPGELFF. Result: 1 (the TCR binds to the epitope). (7) The epitope is TPINLVRDL. The TCR CDR3 sequence is CASSQVSGNEKLFF. Result: 1 (the TCR binds to the epitope). (8) The epitope is AYAQKIFKI. The TCR CDR3 sequence is CASSEYGAPYEQYF. Result: 0 (the TCR does not bind to the epitope).